From a dataset of Reaction yield outcomes from USPTO patents with 853,638 reactions. Predict the reaction yield, written as a fraction of the theoretical maximum amount of product (1.0 means a 100% yield; for example, 0.34 means a 34% yield). (1) The reactants are [Br:1][C:2]1[C:3]([N:21]2[CH2:26][CH2:25][CH2:24][C@@H:23]([NH:27]C(=O)OC(C)(C)C)[CH2:22]2)=[C:4]2[C:10]([NH:11][C:12](=[O:20])[C:13]3[CH:18]=[CH:17][C:16]([CH3:19])=[N:15][CH:14]=3)=[CH:9][NH:8][C:5]2=[N:6][CH:7]=1.C(O)(C(F)(F)F)=O.C(Cl)[Cl:43]. No catalyst specified. The product is [ClH:43].[NH2:27][C@@H:23]1[CH2:24][CH2:25][CH2:26][N:21]([C:3]2[C:2]([Br:1])=[CH:7][N:6]=[C:5]3[NH:8][CH:9]=[C:10]([NH:11][C:12](=[O:20])[C:13]4[CH:18]=[CH:17][C:16]([CH3:19])=[N:15][CH:14]=4)[C:4]=23)[CH2:22]1. The yield is 0.330. (2) The reactants are [CH3:1][C:2]1[C:3]([CH3:34])=[CH:4][C:5]2[N:14]([CH2:15][CH2:16][NH:17][C:18]3[CH:30]=[CH:29][CH:28]=[CH:27][C:19]=3[C:20]([O:22]C(C)(C)C)=[O:21])[C:13]3[C:8]([C:9](=[O:32])[NH:10][C:11](=[O:31])[N:12]=3)=[N:7][C:6]=2[CH:33]=1.C(O)(C(F)(F)F)=O. The product is [CH3:1][C:2]1[C:3]([CH3:34])=[CH:4][C:5]2[N:14]([CH2:15][CH2:16][NH:17][C:18]3[CH:30]=[CH:29][CH:28]=[CH:27][C:19]=3[C:20]([OH:22])=[O:21])[C:13]3[C:8]([C:9](=[O:32])[NH:10][C:11](=[O:31])[N:12]=3)=[N:7][C:6]=2[CH:33]=1. The catalyst is C(Cl)Cl. The yield is 0.550.